Task: Regression. Given a peptide amino acid sequence and an MHC pseudo amino acid sequence, predict their binding affinity value. This is MHC class I binding data.. Dataset: Peptide-MHC class I binding affinity with 185,985 pairs from IEDB/IMGT (1) The peptide sequence is EKLKKKSAF. The MHC is HLA-A02:19 with pseudo-sequence HLA-A02:19. The binding affinity (normalized) is 0.0847. (2) The peptide sequence is KDYVVVHGYF. The MHC is HLA-B44:02 with pseudo-sequence HLA-B44:02. The binding affinity (normalized) is 0.577. (3) The peptide sequence is AEVEWKFYDA. The MHC is HLA-B40:01 with pseudo-sequence HLA-B40:01. The binding affinity (normalized) is 0.164.